From a dataset of Reaction yield outcomes from USPTO patents with 853,638 reactions. Predict the reaction yield, written as a fraction of the theoretical maximum amount of product (1.0 means a 100% yield; for example, 0.34 means a 34% yield). The reactants are Cl[C:2]1[C:11]2[C:6](=[CH:7][CH:8]=[CH:9][CH:10]=2)[CH:5]=[C:4]([C:12]2[CH:17]=[CH:16][C:15]([O:18][CH3:19])=[CH:14][CH:13]=2)[N:3]=1.[CH2:20]([N:22]1[CH2:27][CH2:26][NH:25][CH2:24][CH2:23]1)[CH3:21].C(=O)([O-])[O-].[K+].[K+]. The catalyst is CN(C)C=O. The product is [CH2:20]([N:22]1[CH2:27][CH2:26][N:25]([C:2]2[C:11]3[C:6](=[CH:7][CH:8]=[CH:9][CH:10]=3)[CH:5]=[C:4]([C:12]3[CH:17]=[CH:16][C:15]([O:18][CH3:19])=[CH:14][CH:13]=3)[N:3]=2)[CH2:24][CH2:23]1)[CH3:21]. The yield is 0.880.